This data is from CYP2C9 inhibition data for predicting drug metabolism from PubChem BioAssay. The task is: Regression/Classification. Given a drug SMILES string, predict its absorption, distribution, metabolism, or excretion properties. Task type varies by dataset: regression for continuous measurements (e.g., permeability, clearance, half-life) or binary classification for categorical outcomes (e.g., BBB penetration, CYP inhibition). Dataset: cyp2c9_veith. The compound is O=C(Nc1ccccc1)/C(=C\c1ccncc1)NC(=O)c1ccccc1. The result is 1 (inhibitor).